This data is from Forward reaction prediction with 1.9M reactions from USPTO patents (1976-2016). The task is: Predict the product of the given reaction. (1) Given the reactants Br[C:2]1[CH:7]=[C:6]([CH2:8][CH3:9])[CH:5]=[CH:4][C:3]=1[OH:10].[N:11]1[CH:16]=[CH:15][CH:14]=[C:13](B(O)O)[CH:12]=1.C(=O)([O-])[O-].[Na+].[Na+], predict the reaction product. The product is: [CH2:8]([C:6]1[CH:5]=[CH:4][C:3]([OH:10])=[C:2]([C:13]2[CH:12]=[N:11][CH:16]=[CH:15][CH:14]=2)[CH:7]=1)[CH3:9]. (2) Given the reactants [CH:1]1[C:2]([C:10]([O:12][CH2:13][CH3:14])=[O:11])=[CH:3][N:4]2[C:9]=1[CH:8]=[CH:7][CH:6]=[CH:5]2.F[B-](F)(F)F.C1(P(C2CCCC2)C2CCCC2)CCCC1.C([O-])([O-])=O.[Cs+].[Cs+].Cl[C:43]1[CH:48]=[CH:47][N:46]=[CH:45][CH:44]=1, predict the reaction product. The product is: [N:46]1[CH:47]=[CH:48][C:43]([C:3]2[N:4]3[C:9]([CH:8]=[CH:7][CH:6]=[CH:5]3)=[CH:1][C:2]=2[C:10]([O:12][CH2:13][CH3:14])=[O:11])=[CH:44][CH:45]=1.